From a dataset of Forward reaction prediction with 1.9M reactions from USPTO patents (1976-2016). Predict the product of the given reaction. (1) The product is: [CH2:1]([C:5]1[N:6]([CH2:29][C:30]2[CH:35]=[CH:34][CH:33]=[CH:32][C:31]=2[Cl:36])[C:7]([CH2:10][CH:11]([CH2:22][C:23]2[CH:28]=[CH:27][CH:26]=[CH:25][CH:24]=2)[C:12]([OH:14])=[O:13])=[CH:8][N:9]=1)[CH2:2][CH2:3][CH3:4]. Given the reactants [CH2:1]([C:5]1[N:6]([CH2:29][C:30]2[CH:35]=[CH:34][CH:33]=[CH:32][C:31]=2[Cl:36])[C:7]([CH2:10][C:11]([CH2:22][C:23]2[CH:28]=[CH:27][CH:26]=[CH:25][CH:24]=2)(C(OCC)=O)[C:12]([O:14]CC)=[O:13])=[CH:8][N:9]=1)[CH2:2][CH2:3][CH3:4].[OH-].[K+].O, predict the reaction product. (2) Given the reactants Cl.[CH3:2][O:3][C:4]1[CH:5]=[C:6]([C:12]2[C:13]([CH3:25])([CH3:24])[C:14](=[O:23])[N:15]([CH:17]3[CH2:22][CH2:21][NH:20][CH2:19][CH2:18]3)[N:16]=2)[CH:7]=[CH:8][C:9]=1[O:10][CH3:11].[N:26]1[C:35]2[C:30](=[CH:31][CH:32]=[CH:33][C:34]=2[C:36](O)=[O:37])[CH:29]=[CH:28][CH:27]=1, predict the reaction product. The product is: [CH3:2][O:3][C:4]1[CH:5]=[C:6]([C:12]2[C:13]([CH3:25])([CH3:24])[C:14](=[O:23])[N:15]([CH:17]3[CH2:22][CH2:21][N:20]([C:36]([C:34]4[CH:33]=[CH:32][CH:31]=[C:30]5[C:35]=4[N:26]=[CH:27][CH:28]=[CH:29]5)=[O:37])[CH2:19][CH2:18]3)[N:16]=2)[CH:7]=[CH:8][C:9]=1[O:10][CH3:11].